From a dataset of Forward reaction prediction with 1.9M reactions from USPTO patents (1976-2016). Predict the product of the given reaction. (1) Given the reactants [CH:1]1([Mg]Br)[CH2:3][CH2:2]1.[Br:6][C:7]1[CH:8]=[C:9]([C:13]([C:21]2[CH:26]=[CH:25][CH:24]=[CH:23][C:22]=2[C:27]#[N:28])=[N:14]S(C(C)(C)C)=[O:16])[CH:10]=[CH:11][CH:12]=1.[O:29]1[CH2:33][CH2:32]CC1, predict the reaction product. The product is: [C:33]([OH:29])(=[O:16])[CH3:32].[Br:6][C:7]1[CH:8]=[C:9]([C:13]2([CH:1]3[CH2:3][CH2:2]3)[C:21]3[C:22](=[CH:23][CH:24]=[CH:25][CH:26]=3)[C:27]([NH2:28])=[N:14]2)[CH:10]=[CH:11][CH:12]=1. (2) Given the reactants [CH3:1][O:2][C:3]1[CH:4]=[C:5]2[C:9](=[CH:10][CH:11]=1)[N:8]([CH2:12][CH2:13][N:14]1[CH2:19][CH2:18][N:17]([CH3:20])[CH2:16][CH2:15]1)[C:7]([C:21]1[C:22]([CH3:28])=[N:23][N:24]([CH3:27])[C:25]=1[CH3:26])=[C:6]2[CH:29]=O.[CH3:31][NH:32][C:33]([NH:35][C:36]1[CH:37]=[CH:38][C:39]2[O:43][CH2:42][C:41](=[O:44])[C:40]=2[CH:45]=1)=[O:34].C([O-])([O-])=O.[Na+].[Na+], predict the reaction product. The product is: [CH3:1][O:2][C:3]1[CH:4]=[C:5]2[C:9](=[CH:10][CH:11]=1)[N:8]([CH2:12][CH2:13][N:14]1[CH2:15][CH2:16][N:17]([CH3:20])[CH2:18][CH2:19]1)[C:7]([C:21]1[C:22]([CH3:28])=[N:23][N:24]([CH3:27])[C:25]=1[CH3:26])=[C:6]2/[CH:29]=[C:42]1\[O:43][C:39]2[CH:38]=[CH:37][C:36]([NH:35][C:33]([NH:32][CH3:31])=[O:34])=[CH:45][C:40]=2[C:41]\1=[O:44].